Dataset: Reaction yield outcomes from USPTO patents with 853,638 reactions. Task: Predict the reaction yield, written as a fraction of the theoretical maximum amount of product (1.0 means a 100% yield; for example, 0.34 means a 34% yield). (1) The reactants are Cl[CH2:2][CH:3]([OH:10])[CH2:4][N:5]1[CH:9]=[CH:8][N:7]=[N:6]1.[NH3:11]. The catalyst is CO. The product is [NH2:11][CH2:2][CH:3]([OH:10])[CH2:4][N:5]1[CH:9]=[CH:8][N:7]=[N:6]1. The yield is 1.00. (2) The reactants are [F:1][C:2]1[C:3]([O:37]C)=[CH:4][C:5]([CH2:32][C:33]([F:36])([F:35])[F:34])=[C:6]([C:8]2[N:13]=[C:12]3[NH:14][N:15]=[C:16](I)[C:11]3=[C:10]([NH:18][CH2:19][C:20]3[C:21]([N:26]([CH3:31])[S:27]([CH3:30])(=[O:29])=[O:28])=[N:22][CH:23]=[CH:24][N:25]=3)[N:9]=2)[CH:7]=1.C1CCN2[C:42](=[N:43][CH2:44]CC2)CC1.B(Br)(Br)Br.C1C[O:57]CC1. The catalyst is CN.[C-]#[O+].[C-]#[O+].[C-]#[O+].[C-]#[O+].[C-]#[O+].[C-]#[O+].[Mo].CC([O-])=O.CC([O-])=O.[Pd+2]. The product is [F:1][C:2]1[C:3]([OH:37])=[CH:4][C:5]([CH2:32][C:33]([F:34])([F:35])[F:36])=[C:6]([C:8]2[N:13]=[C:12]3[NH:14][N:15]=[C:16]([C:44]([NH:43][CH3:42])=[O:57])[C:11]3=[C:10]([NH:18][CH2:19][C:20]3[C:21]([N:26]([CH3:31])[S:27]([CH3:30])(=[O:29])=[O:28])=[N:22][CH:23]=[CH:24][N:25]=3)[N:9]=2)[CH:7]=1. The yield is 0.470. (3) The reactants are [F:1][C:2]([F:21])([F:20])[C:3]1[CH:8]=[CH:7][C:6]([CH:9]2[CH2:14][C:13](=[O:15])[NH:12][C:11]([CH3:16])=[C:10]2[C:17]([OH:19])=O)=[CH:5][CH:4]=1.[NH2:22][C:23]1[CH:24]=[C:25]2[C:29](=[CH:30][CH:31]=1)[NH:28][N:27]=[C:26]2[CH2:32][CH3:33].C(Cl)CCl.CCN(CC)CC. The catalyst is CN(C=O)C.CCOC(C)=O.Cl. The product is [CH2:32]([C:26]1[C:25]2[C:29](=[CH:30][CH:31]=[C:23]([NH:22][C:17]([C:10]3[CH:9]([C:6]4[CH:7]=[CH:8][C:3]([C:2]([F:20])([F:21])[F:1])=[CH:4][CH:5]=4)[CH2:14][C:13](=[O:15])[NH:12][C:11]=3[CH3:16])=[O:19])[CH:24]=2)[NH:28][N:27]=1)[CH3:33]. The yield is 0.170. (4) The reactants are CCCCCC.[S:7]1[CH:11]=[CH:10][C:9]2[CH:12]=[CH:13][CH:14]=[CH:15][C:8]1=2.[Br:16][C:17]1[CH:18]=[CH:19][C:20]([Cl:25])=[C:21]([CH:24]=1)[CH:22]=[O:23].[Cl-].[NH4+]. The catalyst is O1CCCC1. The product is [S:7]1[C:8]2[CH:15]=[CH:14][CH:13]=[CH:12][C:9]=2[CH:10]=[C:11]1[CH:22]([C:21]1[CH:24]=[C:17]([Br:16])[CH:18]=[CH:19][C:20]=1[Cl:25])[OH:23]. The yield is 0.710.